Dataset: Forward reaction prediction with 1.9M reactions from USPTO patents (1976-2016). Task: Predict the product of the given reaction. (1) Given the reactants [CH2:1]([O:3][C:4]([C:6]1[C:14]2[C:13](=[O:15])[N:12]([CH3:16])[C:11](=[O:17])[N:10]([CH:18]([CH3:20])[CH3:19])[C:9]=2[S:8][CH:7]=1)=[O:5])[CH3:2].[CH3:21][C:22]1[C:26]([CH:27]=[O:28])=[C:25]([CH3:29])[S:24][N:23]=1, predict the reaction product. The product is: [CH2:1]([O:3][C:4]([C:6]1[C:14]2[C:13](=[O:15])[N:12]([CH3:16])[C:11](=[O:17])[N:10]([CH:18]([CH3:19])[CH3:20])[C:9]=2[S:8][C:7]=1[CH:27]([C:26]1[C:22]([CH3:21])=[N:23][S:24][C:25]=1[CH3:29])[OH:28])=[O:5])[CH3:2]. (2) Given the reactants [C:14]1(P([C:14]2[CH:19]=[CH:18][CH:17]=[CH:16][CH:15]=2)[C:14]2[CH:19]=[CH:18][CH:17]=[CH:16][CH:15]=2)[CH:19]=[CH:18][CH:17]=[CH:16][CH:15]=1.CC(OC(/[N:26]=N/C(OC(C)C)=O)=O)C.[CH:34]([OH:37])([CH3:36])[CH3:35].[CH2:38]1[CH2:42]OCC1, predict the reaction product. The product is: [CH:34]([O:37][C:19]1[CH:18]=[CH:17][CH:16]=[C:15]2[C:14]=1[NH:26][CH:38]=[CH:42]2)([CH3:36])[CH3:35]. (3) Given the reactants [CH3:1][C:2]1[CH:10]=[C:9]([N:11]2[CH:15]=[CH:14][CH:13]=[N:12]2)[CH:8]=[CH:7][C:3]=1[C:4](O)=[O:5].S(Cl)([Cl:18])=O.CN1CCCC1=O, predict the reaction product. The product is: [CH3:1][C:2]1[CH:10]=[C:9]([N:11]2[CH:15]=[CH:14][CH:13]=[N:12]2)[CH:8]=[CH:7][C:3]=1[C:4]([Cl:18])=[O:5]. (4) Given the reactants [CH2:1]([NH:3][C:4]([NH:6][N:7]([CH2:9][C:10]([OH:12])=O)[CH3:8])=[O:5])[CH3:2].[NH2:13][C@H:14]([C:23]([N:25]([C@@H:37]([CH3:45])[CH:38]([O:42][CH2:43][CH3:44])[O:39][CH2:40][CH3:41])[CH2:26][C:27]1[C:36]2[C:31](=[CH:32][CH:33]=[CH:34][CH:35]=2)[CH:30]=[CH:29][CH:28]=1)=[O:24])[CH2:15][C:16]([O:18][C:19]([CH3:22])([CH3:21])[CH3:20])=[O:17], predict the reaction product. The product is: [CH2:40]([O:39][CH:38]([O:42][CH2:43][CH3:44])[C@@H:37]([N:25]([CH2:26][C:27]1[C:36]2[C:31](=[CH:32][CH:33]=[CH:34][CH:35]=2)[CH:30]=[CH:29][CH:28]=1)[C:23](=[O:24])[C@@H:14]([NH:13][C:10](=[O:12])[CH2:9][N:7]([CH3:8])[NH:6][C:4](=[O:5])[NH:3][CH2:1][CH3:2])[CH2:15][C:16]([O:18][C:19]([CH3:21])([CH3:22])[CH3:20])=[O:17])[CH3:45])[CH3:41]. (5) Given the reactants FC(F)(F)C(O)=O.[F:8][C:9]1[CH:10]=[C:11]([N:22]2[CH2:26][C@H:25]([CH2:27][NH:28][C:29](=[S:33])[CH:30]([F:32])[F:31])[O:24][C:23]2=[O:34])[CH:12]=[C:13]([F:21])[C:14]=1[N:15]1[CH2:20][CH2:19][NH:18][CH2:17][CH2:16]1.C(N(CC)CC)C.[C:42]([O:45][CH2:46][C:47](Cl)=[O:48])(=[O:44])[CH3:43], predict the reaction product. The product is: [C:42]([O:45][CH2:46][C:47]([N:18]1[CH2:17][CH2:16][N:15]([C:14]2[C:9]([F:8])=[CH:10][C:11]([N:22]3[CH2:26][C@H:25]([CH2:27][NH:28][C:29](=[S:33])[CH:30]([F:31])[F:32])[O:24][C:23]3=[O:34])=[CH:12][C:13]=2[F:21])[CH2:20][CH2:19]1)=[O:48])(=[O:44])[CH3:43].